Dataset: Full USPTO retrosynthesis dataset with 1.9M reactions from patents (1976-2016). Task: Predict the reactants needed to synthesize the given product. (1) Given the product [CH2:1]([N:8]1[CH2:12][C@@H:11]2[C@@H:13]([NH:16][C:19](=[O:20])[CH:18]([CH3:17])[CH2:22][C:23]3[CH:28]=[CH:27][CH:26]=[CH:25][CH:24]=3)[CH2:14][CH2:15][C@@H:10]2[CH2:9]1)[C:2]1[CH:3]=[CH:4][CH:5]=[CH:6][CH:7]=1, predict the reactants needed to synthesize it. The reactants are: [CH2:1]([N:8]1[CH2:12][C@H:11]2[C@H:13]([NH2:16])[CH2:14][CH2:15][C@H:10]2[CH2:9]1)[C:2]1[CH:7]=[CH:6][CH:5]=[CH:4][CH:3]=1.[CH3:17][CH:18]([CH2:22][C:23]1[CH:28]=[CH:27][CH:26]=[CH:25][CH:24]=1)[C:19](O)=[O:20].C1([C@H](CC)C(O)=O)C=CC=CC=1. (2) Given the product [ClH:34].[ClH:34].[NH:22]1[CH2:23][CH:20]([N:18]2[CH:19]=[C:15]([NH:14][C:10]3[N:9]=[C:8]([N:5]4[CH2:6][CH2:7][C@:3]([CH2:32][CH3:33])([C:1]#[N:2])[C:4]4=[O:31])[CH:13]=[CH:12][N:11]=3)[CH:16]=[N:17]2)[CH2:21]1, predict the reactants needed to synthesize it. The reactants are: [C:1]([C@@:3]1([CH2:32][CH3:33])[CH2:7][CH2:6][N:5]([C:8]2[CH:13]=[CH:12][N:11]=[C:10]([NH:14][C:15]3[CH:16]=[N:17][N:18]([CH:20]4[CH2:23][N:22](C(OC(C)(C)C)=O)[CH2:21]4)[CH:19]=3)[N:9]=2)[C:4]1=[O:31])#[N:2].[ClH:34]. (3) Given the product [CH3:1][N:2]1[C:7]2[CH:8]=[CH:9][N:10]([CH2:16][C:17]([NH:19][C:20]3[S:21][CH:22]=[C:23]([C:25]4[CH:30]=[CH:29][C:28]([C:31]([F:32])([F:33])[F:34])=[C:27]([F:35])[CH:26]=4)[N:24]=3)=[O:18])[C:6]=2[C:5](=[O:12])[N:4]([CH3:13])[C:3]1=[O:14], predict the reactants needed to synthesize it. The reactants are: [CH3:1][N:2]1[C:7]2[C:8](C)=[CH:9][NH:10][C:6]=2[C:5](=[O:12])[N:4]([CH3:13])[C:3]1=[O:14].Br[CH2:16][C:17]([NH:19][C:20]1[S:21][CH:22]=[C:23]([C:25]2[CH:30]=[CH:29][C:28]([C:31]([F:34])([F:33])[F:32])=[C:27]([F:35])[CH:26]=2)[N:24]=1)=[O:18].[H-].[Na+]. (4) Given the product [F:1][C:2]1[CH:3]=[CH:4][C:5]2[N:10]([CH2:11][CH2:12][CH2:13][NH:14][C:15]3[CH:20]=[CH:19][C:18]([CH2:21][CH:22]([O:27][CH2:28][CH3:29])[C:23]([OH:25])=[O:24])=[CH:17][CH:16]=3)[CH2:9][CH2:8][O:7][C:6]=2[CH:30]=1, predict the reactants needed to synthesize it. The reactants are: [F:1][C:2]1[CH:3]=[CH:4][C:5]2[N:10]([CH2:11][CH2:12][CH2:13][NH:14][C:15]3[CH:20]=[CH:19][C:18]([CH2:21][CH:22]([O:27][CH2:28][CH3:29])[C:23]([O:25]C)=[O:24])=[CH:17][CH:16]=3)[CH2:9][CH2:8][O:7][C:6]=2[CH:30]=1.O.[OH-].[Li+]. (5) Given the product [C:21]([C:18]1[CH:19]=[CH:20][C:15]([NH:14][C:12]([C:11]2[CH:10]=[CH:9][C:8]([C:3]3[C:2]([NH:1][C:28](=[O:29])[O:30][CH3:31])=[CH:7][CH:6]=[CH:5][N:4]=3)=[CH:26][CH:25]=2)=[O:13])=[CH:16][CH:17]=1)([CH3:22])([CH3:23])[CH3:24], predict the reactants needed to synthesize it. The reactants are: [NH2:1][C:2]1[C:3]([C:8]2[CH:26]=[CH:25][C:11]([C:12]([NH:14][C:15]3[CH:20]=[CH:19][C:18]([C:21]([CH3:24])([CH3:23])[CH3:22])=[CH:17][CH:16]=3)=[O:13])=[CH:10][CH:9]=2)=[N:4][CH:5]=[CH:6][CH:7]=1.Cl[C:28]([O:30][CH3:31])=[O:29].C([O-])([O-])=O.[K+].[K+]. (6) The reactants are: [Cl:1][C:2]1[CH:7]=[CH:6][C:5]([NH:8][C:9](=O)[C:10]([F:13])([F:12])[F:11])=[CH:4][CH:3]=1.[H-].[Al+3].[Li+].[H-].[H-].[H-]. Given the product [Cl:1][C:2]1[CH:3]=[CH:4][C:5]([NH:8][CH2:9][C:10]([F:11])([F:12])[F:13])=[CH:6][CH:7]=1, predict the reactants needed to synthesize it. (7) Given the product [Cl:29][C:28]1[C:23]([N:17]2[CH2:16][CH2:15][C:14]3[C:19](=[CH:20][CH:21]=[C:12]([N:9]4[CH2:10][CH2:11][C@H:7]([N:3]5[CH2:4][CH2:5][CH2:6][C@@H:2]5[CH3:1])[CH2:8]4)[CH:13]=3)[CH2:18]2)=[N:24][CH:25]=[C:26]([C:30]([F:32])([F:31])[F:33])[CH:27]=1, predict the reactants needed to synthesize it. The reactants are: [CH3:1][C@H:2]1[CH2:6][CH2:5][CH2:4][N:3]1[C@H:7]1[CH2:11][CH2:10][N:9]([C:12]2[CH:13]=[C:14]3[C:19](=[CH:20][CH:21]=2)[CH2:18][NH:17][CH2:16][CH2:15]3)[CH2:8]1.Br[C:23]1[C:28]([Cl:29])=[CH:27][C:26]([C:30]([F:33])([F:32])[F:31])=[CH:25][N:24]=1.